From a dataset of Full USPTO retrosynthesis dataset with 1.9M reactions from patents (1976-2016). Predict the reactants needed to synthesize the given product. (1) Given the product [F:1][C:2]1[CH:7]=[CH:6][C:5]([N:8]2[C:16]3[CH:15]([CH3:17])[CH2:14][N:13]([CH2:18][C:19]([C:22]4[CH:23]=[CH:24][C:25]([O:28][CH3:29])=[CH:26][CH:27]=4)([OH:21])[CH3:20])[CH:12]([CH3:30])[C:11]=3[N:10]=[N:9]2)=[CH:4][CH:3]=1, predict the reactants needed to synthesize it. The reactants are: [F:1][C:2]1[CH:7]=[CH:6][C:5]([N:8]2[C:16]3[C:15]([CH3:17])=[CH:14][N:13]([CH2:18][C:19]([C:22]4[CH:27]=[CH:26][C:25]([O:28][CH3:29])=[CH:24][CH:23]=4)([OH:21])[CH3:20])[CH:12]([CH3:30])[C:11]=3[N:10]=[N:9]2)=[CH:4][CH:3]=1.C([O-])=O.[NH4+]. (2) Given the product [ClH:37].[CH3:34][N:3]([CH3:2])[C:4]1([C:28]2[CH:33]=[CH:32][CH:31]=[CH:30][CH:29]=2)[CH2:9][CH2:8][CH:7]([NH:10][C:11]([CH2:13][NH:14][C:15](=[O:27])[CH2:16][CH2:17][C:18]2[C:26]3[C:21](=[CH:22][CH:23]=[CH:24][CH:25]=3)[NH:20][CH:19]=2)=[O:12])[CH2:6][CH2:5]1, predict the reactants needed to synthesize it. The reactants are: Cl.[CH3:2][N:3]([CH3:34])[C:4]1([C:28]2[CH:33]=[CH:32][CH:31]=[CH:30][CH:29]=2)[CH2:9][CH2:8][CH:7]([NH:10][C:11]([CH2:13][NH:14][C:15](=[O:27])[CH2:16][CH2:17][C:18]2[C:26]3[C:21](=[CH:22][CH:23]=[CH:24][CH:25]=3)[NH:20][CH:19]=2)=[O:12])[CH2:6][CH2:5]1.C[Si](C)(C)[Cl:37]. (3) Given the product [OH:41][C:19]([C:37]([F:39])([F:40])[F:38])([CH2:20][C:21]([C:24]1[C:32]2[O:31][CH2:30][CH2:29][C:28]=2[CH:27]=[C:26]([S:33]([CH3:36])(=[O:34])=[O:35])[CH:25]=1)([CH3:22])[CH3:23])[CH2:18][C:17]1[NH:9][C:7]2[C:6]([CH:16]=1)=[C:5]([CH3:42])[CH:4]=[C:3]([C:1]#[N:2])[CH:8]=2, predict the reactants needed to synthesize it. The reactants are: [C:1]([C:3]1[CH:4]=[C:5]([CH3:42])[C:6]([C:16]#[C:17][CH2:18][C:19]([OH:41])([C:37]([F:40])([F:39])[F:38])[CH2:20][C:21]([C:24]2[C:32]3[O:31][CH2:30][CH2:29][C:28]=3[CH:27]=[C:26]([S:33]([CH3:36])(=[O:35])=[O:34])[CH:25]=2)([CH3:23])[CH3:22])=[C:7]([NH:9]C(=O)C(F)(F)F)[CH:8]=1)#[N:2].CN(C)C(N(C)C)=N.C(OCC)(=O)C. (4) Given the product [CH3:38][O:37][C:34]1[CH:33]=[CH:32][C:31]([CH2:30][N:8]([CH2:7][C:6]2[CH:5]=[CH:4][C:3]([O:2][CH3:1])=[CH:40][CH:39]=2)[C:9]2[N:10]=[CH:11][C:12]([C:15]3[C:16]4[CH2:29][CH2:28][N:27]([C:42]5[CH:47]=[CH:46][C:45]([C:48]([N:50]6[CH2:51][CH2:52][CH2:53][CH2:54][CH2:55]6)=[O:49])=[CH:44][C:43]=5[CH3:56])[C:17]=4[N:18]=[C:19]([N:21]4[CH2:26][CH2:25][O:24][CH2:23][CH2:22]4)[N:20]=3)=[CH:13][N:14]=2)=[CH:36][CH:35]=1, predict the reactants needed to synthesize it. The reactants are: [CH3:1][O:2][C:3]1[CH:40]=[CH:39][C:6]([CH2:7][N:8]([CH2:30][C:31]2[CH:36]=[CH:35][C:34]([O:37][CH3:38])=[CH:33][CH:32]=2)[C:9]2[N:14]=[CH:13][C:12]([C:15]3[C:16]4[CH2:29][CH2:28][NH:27][C:17]=4[N:18]=[C:19]([N:21]4[CH2:26][CH2:25][O:24][CH2:23][CH2:22]4)[N:20]=3)=[CH:11][N:10]=2)=[CH:5][CH:4]=1.Br[C:42]1[CH:47]=[CH:46][C:45]([C:48]([N:50]2[CH2:55][CH2:54][CH2:53][CH2:52][CH2:51]2)=[O:49])=[CH:44][C:43]=1[CH3:56].